This data is from Reaction yield outcomes from USPTO patents with 853,638 reactions. The task is: Predict the reaction yield, written as a fraction of the theoretical maximum amount of product (1.0 means a 100% yield; for example, 0.34 means a 34% yield). (1) The reactants are [Br:1][C:2]1[CH:3]=[CH:4][C:5]2[N:6]([CH:8]=[C:9]([CH2:11][OH:12])[N:10]=2)[CH:7]=1.N1C=CN=C1.[CH3:18][C:19]([Si:22](Cl)([CH3:24])[CH3:23])([CH3:21])[CH3:20]. The catalyst is C(Cl)Cl. The product is [Br:1][C:2]1[CH:3]=[CH:4][C:5]2[N:6]([CH:8]=[C:9]([CH2:11][O:12][Si:22]([C:19]([CH3:21])([CH3:20])[CH3:18])([CH3:24])[CH3:23])[N:10]=2)[CH:7]=1. The yield is 0.690. (2) The reactants are [CH2:1]([C:8]1([CH2:14][OH:15])[CH2:13][CH2:12][CH2:11][CH2:10][CH2:9]1)[C:2]1[CH:7]=[CH:6][CH:5]=[CH:4][CH:3]=1.[C:16](Cl)(Cl)=[O:17].Cl.[NH2:21][C@H:22]([CH:36]([OH:48])[C:37](=[O:47])[NH:38][C@@H:39]([C:41]1[CH:46]=[CH:45][CH:44]=[CH:43][CH:42]=1)[CH3:40])[CH2:23][CH2:24][CH2:25][CH2:26][NH:27][C:28]([N:30]1[CH2:35][CH2:34][O:33][CH2:32][CH2:31]1)=[O:29].C(N(CC)CC)C. The catalyst is O1CCCC1.C1(C)C=CC=CC=1.CO. The yield is 0.570. The product is [OH:48][CH:36]([C@@H:22]([NH:21][C:16](=[O:17])[O:15][CH2:14][C:8]1([CH2:1][C:2]2[CH:7]=[CH:6][CH:5]=[CH:4][CH:3]=2)[CH2:13][CH2:12][CH2:11][CH2:10][CH2:9]1)[CH2:23][CH2:24][CH2:25][CH2:26][NH:27][C:28]([N:30]1[CH2:35][CH2:34][O:33][CH2:32][CH2:31]1)=[O:29])[C:37](=[O:47])[NH:38][C@@H:39]([C:41]1[CH:46]=[CH:45][CH:44]=[CH:43][CH:42]=1)[CH3:40].